This data is from Catalyst prediction with 721,799 reactions and 888 catalyst types from USPTO. The task is: Predict which catalyst facilitates the given reaction. (1) The catalyst class is: 42. Product: [C:31]([O:30][C:28]([N:35]1[CH2:39][CH2:38][CH:37]([NH:40][C:16]([C:12]2[S:13][CH:14]=[CH:15][C:11]=2[NH:10][C:9]2[CH:8]=[CH:7][N:6]=[C:5]3[NH:1][CH:2]=[CH:3][C:4]=23)=[O:18])[CH2:36]1)=[O:29])([CH3:34])([CH3:32])[CH3:33]. Reactant: [NH:1]1[C:5]2=[N:6][CH:7]=[CH:8][C:9]([NH:10][C:11]3[CH:15]=[CH:14][S:13][C:12]=3[C:16]([OH:18])=O)=[C:4]2[CH:3]=[CH:2]1.C(N(C(C)C)CC)(C)C.[C:28]([N:35]1[CH2:39][CH2:38][CH:37]([NH2:40])[CH2:36]1)([O:30][C:31]([CH3:34])([CH3:33])[CH3:32])=[O:29].CN(C(ON1N=NC2C=CC=NC1=2)=[N+](C)C)C.F[P-](F)(F)(F)(F)F. (2) Reactant: [H-].[Na+].[C:3]1([C:9]2[N:10]=[CH:11][C:12]([NH:21][CH3:22])=[N:13][C:14]=2[C:15]2[CH:20]=[CH:19][CH:18]=[CH:17][CH:16]=2)[CH:8]=[CH:7][CH:6]=[CH:5][CH:4]=1.[CH2:23]([O:30][C:31]1[CH:40]=[CH:39][CH:38]=[C:37]2[C:32]=1[CH2:33][CH2:34][C:35]([CH2:41]Cl)=[CH:36]2)[C:24]1[CH:29]=[CH:28][CH:27]=[CH:26][CH:25]=1. Product: [CH2:23]([O:30][C:31]1[CH:40]=[CH:39][CH:38]=[C:37]2[C:32]=1[CH2:33][CH2:34][C:35]([CH2:41][N:21]([C:12]1[CH:11]=[N:10][C:9]([C:3]3[CH:8]=[CH:7][CH:6]=[CH:5][CH:4]=3)=[C:14]([C:15]3[CH:20]=[CH:19][CH:18]=[CH:17][CH:16]=3)[N:13]=1)[CH3:22])=[CH:36]2)[C:24]1[CH:29]=[CH:28][CH:27]=[CH:26][CH:25]=1. The catalyst class is: 9. (3) Reactant: O[CH2:2][C:3]1[CH:4]=[CH:5][C:6](/[CH:18]=[CH:19]/[C:20]2[C:28]3[C:23](=[CH:24][CH:25]=[CH:26][CH:27]=3)[NH:22][N:21]=2)=[C:7]([NH:9][C:10]([C:12]2[S:13][CH:14]=[CH:15][C:16]=2[CH3:17])=[O:11])[CH:8]=1.C1(P(C2C=CC=CC=2)C2C=CC=CC=2)C=CC=CC=1.C(Br)(Br)(Br)[Br:49].C(OCC)(=O)C. Product: [NH:22]1[C:23]2[C:28](=[CH:27][CH:26]=[CH:25][CH:24]=2)[C:20](/[CH:19]=[CH:18]/[C:6]2[CH:5]=[CH:4][C:3]([CH2:2][Br:49])=[CH:8][C:7]=2[NH:9][C:10]([C:12]2[S:13][CH:14]=[CH:15][C:16]=2[CH3:17])=[O:11])=[N:21]1. The catalyst class is: 3. (4) Reactant: [C:1]([O:5][C:6]([NH:8][CH:9]1[CH2:14][CH2:13][NH:12][CH2:11][CH2:10]1)=[O:7])([CH3:4])([CH3:3])[CH3:2].C(=O)([O-])[O-].[K+].[K+].Br[CH2:22][C:23]([O:25][CH3:26])=[O:24].O. Product: [C:1]([O:5][C:6]([NH:8][CH:9]1[CH2:10][CH2:11][N:12]([CH2:22][C:23]([O:25][CH3:26])=[O:24])[CH2:13][CH2:14]1)=[O:7])([CH3:4])([CH3:2])[CH3:3]. The catalyst class is: 9. (5) Reactant: CC([O:4][C:5](/N=N/C(OC(C)C)=O)=[O:6])C.[C:15]([C:19]1[CH:20]=[C:21]([NH:31][C:32]([NH:34][C@@H:35]2[C:44]3[C:39](=[CH:40][CH:41]=[CH:42][CH:43]=3)[C@H:38]([O:45][C:46]3[CH:47]=[CH:48][C:49]4[N:50]([C:52]([CH:55]([CH3:57])[CH3:56])=[N:53][N:54]=4)[CH:51]=3)[CH2:37][CH2:36]2)=[O:33])[N:22]([C:24]2[CH:29]=[CH:28][CH:27]=[C:26]([OH:30])[CH:25]=2)[N:23]=1)([CH3:18])([CH3:17])[CH3:16].[OH:58][CH:59]1[CH2:64][CH2:63][N:62]([CH2:65][CH2:66]O)[CH2:61][CH2:60]1.C1C=CC(P(C2C=CC=CC=2)C2C=CC=CC=2)=CC=1. Product: [CH:5]([OH:6])=[O:4].[C:15]([C:19]1[CH:20]=[C:21]([NH:31][C:32]([NH:34][C@@H:35]2[C:44]3[C:39](=[CH:40][CH:41]=[CH:42][CH:43]=3)[C@H:38]([O:45][C:46]3[CH:47]=[CH:48][C:49]4[N:50]([C:52]([CH:55]([CH3:57])[CH3:56])=[N:53][N:54]=4)[CH:51]=3)[CH2:37][CH2:36]2)=[O:33])[N:22]([C:24]2[CH:29]=[CH:28][CH:27]=[C:26]([O:30][CH2:66][CH2:65][N:62]3[CH2:63][CH2:64][CH:59]([OH:58])[CH2:60][CH2:61]3)[CH:25]=2)[N:23]=1)([CH3:18])([CH3:17])[CH3:16]. The catalyst class is: 1. (6) Reactant: [CH3:1][C:2]1[CH:7]=[CH:6][C:5]([CH3:8])=[CH:4][C:3]=1[N:9]1[C:13]([SH:14])=[N:12][N:11]=[N:10]1.N1C=CC=CC=1.Br[CH:22]([CH3:28])[C:23]([O:25][CH2:26][CH3:27])=[O:24]. Product: [CH2:26]([O:25][C:23](=[O:24])[CH:22]([S:14][C:13]1[N:9]([C:3]2[CH:4]=[C:5]([CH3:8])[CH:6]=[CH:7][C:2]=2[CH3:1])[N:10]=[N:11][N:12]=1)[CH3:28])[CH3:27]. The catalyst class is: 197. (7) Reactant: S(OOS([O-])(=O)=O)([O-])(=O)=O.[NH4+].[NH4+].[OH-].[NH4+].C(F)(F)=C.[F:19][C:20]([F:27])([F:26])[C:21]([F:25])=[C:22]([F:24])[F:23].[F:28][C:29]([F:33])=[C:30]([F:32])[F:31]. Product: [F:19][C:20]([F:27])([F:26])[C:21]([F:25])=[C:22]([F:24])[F:23].[F:28][C:29]([F:33])=[C:30]([F:32])[F:31]. The catalyst class is: 657. (8) Reactant: [O:1]([CH2:8][C@@H:9]1[CH2:13][CH2:12][CH2:11][N:10]1C(OC(C)(C)C)=O)[C:2]1[CH:7]=[CH:6][CH:5]=[CH:4][CH:3]=1.FC(F)(F)C(O)=O.[O:28]=[C:29]1[C:37](=[O:38])[C:36]2[C:31](=[CH:32][CH:33]=[C:34]([S:39](Cl)(=[O:41])=[O:40])[CH:35]=2)[NH:30]1. Product: [O:1]([CH2:8][C@@H:9]1[CH2:13][CH2:12][CH2:11][N:10]1[S:39]([C:34]1[CH:35]=[C:36]2[C:31](=[CH:32][CH:33]=1)[NH:30][C:29](=[O:28])[C:37]2=[O:38])(=[O:40])=[O:41])[C:2]1[CH:3]=[CH:4][CH:5]=[CH:6][CH:7]=1. The catalyst class is: 168.